This data is from Forward reaction prediction with 1.9M reactions from USPTO patents (1976-2016). The task is: Predict the product of the given reaction. (1) The product is: [Br:1][C:2]1[C:3]([F:21])=[CH:4][CH:5]=[C:6]2[C:11]=1[N:10]=[C:9]([NH:12][C:13]1([CH3:16])[CH2:14][CH2:15][CH2:23]1)[N:8]([CH:17]1[CH2:18][CH2:19]1)[C:7]2=[O:20]. Given the reactants [Br:1][C:2]1[C:3]([F:21])=[CH:4][CH:5]=[C:6]2[C:11]=1[N:10]=[C:9]([NH:12][C:13]1([CH3:16])[CH2:15][CH2:14]1)[N:8]([CH:17]1[CH2:19][CH2:18]1)[C:7]2=[O:20].Br[C:23]1C(F)=CC=C2C=1N=C(Cl)N(C1CC1)C2=O.Cl.CC1(N)CCC1, predict the reaction product. (2) Given the reactants [CH:1]12[CH2:10][CH:5]3[CH2:6][CH:7]([CH2:9][CH:3]([CH2:4]3)[CH:2]1[NH2:11])[CH2:8]2.[CH:12](=O)[C:13]1[CH:18]=[CH:17][CH:16]=[CH:15][CH:14]=1.Br[C:21]([CH3:28])([CH3:27])[C:22](OCC)=[O:23].Cl, predict the reaction product. The product is: [CH:1]12[CH2:10][CH:5]3[CH2:6][CH:7]([CH2:9][CH:3]([CH2:4]3)[CH:2]1[N:11]1[CH:12]([C:13]3[CH:18]=[CH:17][CH:16]=[CH:15][CH:14]=3)[C:21]([CH3:28])([CH3:27])[C:22]1=[O:23])[CH2:8]2. (3) The product is: [Cl:1][C:2]1[C:3]([CH3:20])=[C:4]([N:10]2[C:14](=[O:15])[C:13]3[CH:16]=[C:17]([C:22]4[S:23][CH:24]=[CH:25][CH:26]=4)[S:18][C:12]=3[C:11]2=[O:19])[C:5]([CH3:9])=[CH:6][C:7]=1[CH3:8]. Given the reactants [Cl:1][C:2]1[C:3]([CH3:20])=[C:4]([N:10]2[C:14](=[O:15])[C:13]3[CH:16]=[CH:17][S:18][C:12]=3[C:11]2=[O:19])[C:5]([CH3:9])=[CH:6][C:7]=1[CH3:8].Br[C:22]1[S:23][CH:24]=[CH:25][CH:26]=1.C(O)(=O)C(C)(C)C.C([O-])([O-])=O.[K+].[K+], predict the reaction product. (4) Given the reactants [CH3:1][O:2][C:3]1[C:11]([CH3:12])=[C:10]2[C:6]([C:7](=[O:13])[O:8][CH2:9]2)=[C:5]([O:14][CH2:15][CH2:16][Si:17]([CH3:20])([CH3:19])[CH3:18])[C:4]=1[CH2:21]C=O.C1(P(C2C=CC=CC=2)(C2C=CC=CC=2)=[C:31]([CH2:34][CH3:35])[CH:32]=[O:33])C=CC=CC=1.[C:48]1(C)C=CC=CC=1, predict the reaction product. The product is: [CH2:34]([C:31](=[CH:48][CH2:21][C:4]1[C:5]([O:14][CH2:15][CH2:16][Si:17]([CH3:20])([CH3:18])[CH3:19])=[C:6]2[C:10](=[C:11]([CH3:12])[C:3]=1[O:2][CH3:1])[CH2:9][O:8][C:7]2=[O:13])[CH:32]=[O:33])[CH3:35]. (5) Given the reactants [F:1][C:2]([F:18])([F:17])[C:3]1[CH:8]=[CH:7][C:6]([CH2:9][NH2:10])=[C:5]([N:11]2[CH2:16][CH2:15][CH2:14][CH2:13][CH2:12]2)[CH:4]=1.ClC(Cl)(O[C:23](=[O:29])OC(Cl)(Cl)Cl)Cl.[N-:31]=[C:32]=O.CO.[CH3:36][N:37]([CH:39]=[O:40])C, predict the reaction product. The product is: [F:18][C:2]([F:1])([F:17])[C:3]1[CH:8]=[CH:7][C:6]([CH2:9][NH:10][C:39]([NH:37][C:36]2[C:32]3[NH:31][C:23](=[O:29])[NH:10][C:9]=3[CH:6]=[CH:5][CH:4]=2)=[O:40])=[C:5]([N:11]2[CH2:16][CH2:15][CH2:14][CH2:13][CH2:12]2)[CH:4]=1. (6) Given the reactants [CH3:1][Mg]Br.[F:4][C:5]1[CH:10]=[CH:9][CH:8]=[CH:7][C:6]=1[C:11]1[C:20]([CH:21]=[O:22])=[CH:19][C:18]2[C:13](=[CH:14][CH:15]=[CH:16][N:17]=2)[N:12]=1, predict the reaction product. The product is: [F:4][C:5]1[CH:10]=[CH:9][CH:8]=[CH:7][C:6]=1[C:11]1[C:20]([CH:21]([OH:22])[CH3:1])=[CH:19][C:18]2[C:13](=[CH:14][CH:15]=[CH:16][N:17]=2)[N:12]=1. (7) Given the reactants Br[C:2]1[CH:3]=[C:4]([O:11]C)[C:5]([O:8]CC)=[N:6][CH:7]=1.[C:13]1(B(O)O)[CH2:18][CH2:17][CH2:16][CH2:15][CH:14]=1.C([O-])([O-])=O.[K+].[K+], predict the reaction product. The product is: [CH:13]1([C:2]2[CH:3]=[C:4]([OH:11])[C:5](=[O:8])[NH:6][CH:7]=2)[CH2:18][CH2:17][CH2:16][CH2:15][CH2:14]1. (8) Given the reactants [CH3:1][O:2][C:3]1[CH:4]=[C:5]2[C:9](=[C:10]([O:12][CH3:13])[CH:11]=1)[C:8](=[O:14])[CH2:7][CH2:6]2.C([O:19][N:20]=O)CCC.Cl, predict the reaction product. The product is: [CH3:1][O:2][C:3]1[CH:4]=[C:5]2[C:9](=[C:10]([O:12][CH3:13])[CH:11]=1)[C:8](=[O:14])[C:7](=[N:20][OH:19])[CH2:6]2. (9) Given the reactants ClC1C=C([C:9]2[C:21]([CH3:22])=[CH:20][C:12]([C:13]([NH:15][S:16]([CH3:19])(=[O:18])=[O:17])=[O:14])=[C:11]([F:23])[CH:10]=2)C=NC=1F.[Cl:24][C:25]1[C:30]([C:31]([F:34])([F:33])[F:32])=[CH:29][C:28](B2OC(C)(C)C(C)(C)O2)=[CH:27][N:26]=1.COC1CCCC1.C([O-])([O-])=O.[Na+].[Na+], predict the reaction product. The product is: [Cl:24][C:25]1[N:26]=[CH:27][C:28]([C:9]2[C:21]([CH3:22])=[CH:20][C:12]([C:13]([NH:15][S:16]([CH3:19])(=[O:17])=[O:18])=[O:14])=[C:11]([F:23])[CH:10]=2)=[CH:29][C:30]=1[C:31]([F:32])([F:33])[F:34].